Dataset: Catalyst prediction with 721,799 reactions and 888 catalyst types from USPTO. Task: Predict which catalyst facilitates the given reaction. (1) Reactant: [CH3:1][C:2]1([CH3:26])[C:24](=O)[C:5]2=[N:6][C:7]([O:16][CH2:17][C:18]3[CH:23]=[CH:22][CH:21]=[CH:20][N:19]=3)=[CH:8][C:9]([C:10]3[CH:11]=[N:12][CH:13]=[N:14][CH:15]=3)=[C:4]2[CH2:3]1.C(O)CO.O.NN.[OH-].[K+]. Product: [CH3:1][C:2]1([CH3:26])[CH2:24][C:5]2=[N:6][C:7]([O:16][CH2:17][C:18]3[CH:23]=[CH:22][CH:21]=[CH:20][N:19]=3)=[CH:8][C:9]([C:10]3[CH:15]=[N:14][CH:13]=[N:12][CH:11]=3)=[C:4]2[CH2:3]1. The catalyst class is: 84. (2) Reactant: [CH:1]([C:4]1[CH:9]=[CH:8][C:7]([S:10][CH2:11][C:12]([N:14]2[CH2:19][CH2:18][O:17][CH2:16][CH:15]2[C:20]([O:22]C)=[O:21])=[O:13])=[CH:6][CH:5]=1)([CH3:3])[CH3:2].[OH-].[Li+].Cl. Product: [CH:1]([C:4]1[CH:9]=[CH:8][C:7]([S:10][CH2:11][C:12]([N:14]2[CH2:19][CH2:18][O:17][CH2:16][CH:15]2[C:20]([OH:22])=[O:21])=[O:13])=[CH:6][CH:5]=1)([CH3:3])[CH3:2]. The catalyst class is: 7. (3) Reactant: [Cl:1][C:2]1[CH:14]=[C:13]([N+:15]([O-])=O)[CH:12]=[CH:11][C:3]=1[NH:4][C:5]1[CH:10]=[CH:9][CH:8]=[CH:7][CH:6]=1.CO.[Cl-].[NH4+]. Product: [Cl:1][C:2]1[CH:14]=[C:13]([NH2:15])[CH:12]=[CH:11][C:3]=1[NH:4][C:5]1[CH:10]=[CH:9][CH:8]=[CH:7][CH:6]=1. The catalyst class is: 150. (4) Reactant: C(=O)([O-])[O-].[K+].[K+].[C:7]([O:11][C:12]([N:14]1[CH2:19][CH2:18][CH:17](OS(C)(=O)=O)[CH2:16][CH2:15]1)=[O:13])([CH3:10])([CH3:9])[CH3:8].[N+:25]([C:28]1[CH:33]=[CH:32][C:31]([SH:34])=[CH:30][CH:29]=1)([O-:27])=[O:26]. Product: [C:7]([O:11][C:12]([N:14]1[CH2:15][CH2:16][CH:17]([S:34][C:31]2[CH:32]=[CH:33][C:28]([N+:25]([O-:27])=[O:26])=[CH:29][CH:30]=2)[CH2:18][CH2:19]1)=[O:13])([CH3:8])([CH3:9])[CH3:10]. The catalyst class is: 3.